From a dataset of Catalyst prediction with 721,799 reactions and 888 catalyst types from USPTO. Predict which catalyst facilitates the given reaction. Reactant: [Cl:1][C:2]1[N:3]=[C:4]([N:11]2[CH2:16][CH2:15][O:14][CH2:13][CH2:12]2)[C:5]2[S:10][CH:9]=[CH:8][C:6]=2[N:7]=1.C([Li])CCC.[CH3:22][S:23][C:24]1[CH:31]=[CH:30][C:27]([CH:28]=[O:29])=[CH:26][CH:25]=1.O. Product: [Cl:1][C:2]1[N:3]=[C:4]([N:11]2[CH2:16][CH2:15][O:14][CH2:13][CH2:12]2)[C:5]2[S:10][C:9]([CH:28]([C:27]3[CH:30]=[CH:31][C:24]([S:23][CH3:22])=[CH:25][CH:26]=3)[OH:29])=[CH:8][C:6]=2[N:7]=1. The catalyst class is: 1.